Binary Classification. Given a miRNA mature sequence and a target amino acid sequence, predict their likelihood of interaction. From a dataset of Experimentally validated miRNA-target interactions with 360,000+ pairs, plus equal number of negative samples. (1) The miRNA is hsa-miR-615-5p with sequence GGGGGUCCCCGGUGCUCGGAUC. The protein sequence of the target gene is MVNDRWKTMGGAAQLEDRPRDKPQRPSCGYVLCTVLLALAVLLAVAVTGAVLFLNHAHAPGTAPPPVVSTGAASANSALVTVERADSSHLSILIDPRCPDLTDSFARLESAQASVLQALTEHQAQPRLVGDQEQELLDTLADQLPRLLARASELQTECMGLRKGHGTLGQGLSALQSEQGRLIQLLSESQGHMAHLVNSVSDILDALQRDRGLGRPRNKADLQRAPARGTRPRGCATGSRPRDCLDVLLSGQQDDGVYSVFPTHYPAGFQVYCDMRTDGGGWTVFQRREDGSVNFFRGWD.... Result: 1 (interaction). (2) The miRNA is mmu-miR-99a-5p with sequence AACCCGUAGAUCCGAUCUUGUG. The protein sequence of the target gene is MQRRWVFVLLDVLCLLVASLPFAILTLVNAPYKRGFYCGDDSIRYPYRPDTITHGLMAGVTITATVILVSAGEAYLVYTDRLYSRSDFNNYVAAVYKVLGTFLFGAAVSQSLTDLAKYMIGRLRPNFLAVCDPDWSRVNCSVYVQLEKVCRGNPADVTEARLSFYSGHSSFGMYCMVFLALYVQARLCWKWARLLRPTVQFFLVAFALYVGYTRVSDYKHHWSDVLVGLLQGALVAALTVCYISDFFKARPPQHCLKEEELERKPSLSLTLTLGEADHNHYGYPHSSS. Result: 0 (no interaction). (3) The miRNA is mmu-miR-466m-3p with sequence UACAUACACACAUACACACGCA. The protein sequence of the target gene is MSWGTELWDQFDNLEKHTQWGIDILEKYIKFVKERTEIELSYAKQLRNLSKKYQPKKNSKEEEEYKYTACKAFLSTLNEMNDYAGQHEVISENMTSQITVDLMRYVQELKQERKSNFHDGRKAQQHIETCWKQLESSKRRFERDCKEADRAQQYFEKMDADINVTKADVEKARQQAQIRQQMAEDSKADYSLILQRFNQEQWEYYHTHIPNIFQKIQEMEERRIVRIGESMKTYAEVDRQVIPIIGKCLDGIVKAAESIDQKNDSQLVVEAYKSGFEPPGDIEFEDYTQPMKRTVSDNSL.... Result: 1 (interaction). (4) The miRNA is mmu-miR-665-3p with sequence ACCAGGAGGCUGAGGUCCCU. The protein sequence of the target gene is MAVAVASGFWIWAAVLLVPAAAVYEDQVGKFDWRQQYVGKIKFASLEFSPGSKKLVVATEKNVIAALNSRTGEILWRHVDKGTAEGAVDAMLVHGQDAITVSNGGRLMRSWETNIGGLNWEITLDTGSFQALGLVGLQESVRYIAVLKKTTLTLHHLSSGHLKWVEHLPESDSILYQMVYSYGSGVVWALGIVPFSHVNIVKFNVEDGEIVQQVRVWTPWLQHLTGACGVVDEAVLVCPDPSSHSLHTLALETEWELRQIPLQSPDLEFGSGFQPQVLPTQPSPVAPSRAQFFLQLSPSH.... Result: 1 (interaction). (5) The miRNA is hsa-miR-4661-5p with sequence AACUAGCUCUGUGGAUCCUGAC. The protein sequence of the target gene is MFSALKKLVGSEQAPGRDKNIPAGLQSMNQALQRRFAKGVQYNMKIVIRGDRNTGKTALWHRLQGKKFVEEYIPTQEIQVTSIHWNYKTTDDVVKVEVWDVVDKGKCKKRGDGLKTENDPQEAESELALDAEFLDVYKNCNGVVMMFDITKQWTFNYVLRELPKVPTHVPVCVLGNYRDMGEHRVILPDDVRDFIEHLDRPPGSSYFRYAESSMKNSFGLKYLHKFFNIPFLQLQRETLLRQLETNQLDIDATLEELSVQQETEDQNYSIFLEMMEARSRGHASPLAANGQSPSSGSQSP.... Result: 0 (no interaction). (6) The miRNA is hsa-miR-3679-3p with sequence CUUCCCCCCAGUAAUCUUCAUC. The protein sequence of the target gene is MSSWSRQRPKSPGGIQPHVSRTLFLLLLLAASAWGVTLSPKDCQVFRSDHGSSISCQPPAEIPGYLPADTVHLAVEFFNLTHLPANLLQGASKLQELHLSSNGLESLSPEFLRPVPQLRVLDLTRNALTGLPPGLFQASATLDTLVLKENQLEVLEVSWLHGLKALGHLDLSGNRLRKLPPGLLANFTLLRTLDLGENQLETLPPDLLRGPLQLERLHLEGNKLQVLGKDLLLPQPDLRYLFLNGNKLARVAAGAFQGLRQLDMLDLSNNSLASVPEGLWASLGQPNWDMRDGFDISGNP.... Result: 0 (no interaction). (7) The miRNA is gga-miR-128-3p with sequence UCACAGUGAACCGGUCUCUUU. Result: 0 (no interaction). The protein sequence of the target gene is MTRLCLPRPEAREDPIPVPPRGLGAGEGSGSPVRPPVSTWGPSWAQLLDSVLWLGALGLTIQAVFSTTGPALLLLLVSFLTFDLLHRPAGHTLPQRKLLTRGQSQGAGEGPGQQEALLLQMGTVSGQLSLQDALLLLLMGLGPLLRACGMPLTLLGLAFCLHPWA. (8) The miRNA is hsa-miR-98-5p with sequence UGAGGUAGUAAGUUGUAUUGUU. The protein sequence of the target gene is MLVTAYLAFVGLLASCLGLELSRCRAKPPGRACSNPSFLRFQLDFYQVYFLALAADWLQAPYLYKLYQHYYFLEGQIAILYVCGLASTVLFGLVASSLVDWLGRKNSCVLFSLTYSLCCLTKLSQDYFVLLVGRALGGLSTALLFSAFEAWYIHEHVERHDFPAEWIPATFARAAFWNHVLAVVAGVAAEAVASWIGLGPVAPFVAAIPLLALAGALALRNWGENYDRQRAFSRTCAGGLRCLLSDRRVLLLGTIQALFESVIFIFVFLWTPVLDPHGAPLGIIFSSFMAASLLGSSLYR.... Result: 1 (interaction). (9) The miRNA is hsa-miR-4727-5p with sequence AUCUGCCAGCUUCCACAGUGG. The protein sequence of the target gene is MKVLTPAALILLFFFYTVDARTREYTSVITVPNGGHWGKWGIRQFCHSGYANGFALKVEPSQFGRDDTALNGIRLRCLDGSVIESLVGKWGTWTSFLVCPTGYLVSFSLRSEKSQGGGDDTAANNIQFRCSDEAVLVGDGLSWGRFGPWSKRCKICGLQTKVESPQGLRDDTALNNVRFFCCK. Result: 0 (no interaction).